From a dataset of Full USPTO retrosynthesis dataset with 1.9M reactions from patents (1976-2016). Predict the reactants needed to synthesize the given product. (1) Given the product [NH4+:4].[OH-:23].[C:11]([C:8]1[CH:9]=[C:10]2[C:5](=[CH:6][CH:7]=1)[N:4]([CH2:27][O:28][C:29](=[O:34])[C:30]([CH3:33])([CH3:32])[CH3:31])[C:3]([C:13]1[CH:14]=[N:15][CH:16]=[CH:17][CH:18]=1)=[C:2]2[CH3:1])#[N:12], predict the reactants needed to synthesize it. The reactants are: [CH3:1][C:2]1[C:10]2[C:5](=[CH:6][CH:7]=[C:8]([C:11]#[N:12])[CH:9]=2)[NH:4][C:3]=1[C:13]1[CH:14]=[N:15][CH:16]=[CH:17][CH:18]=1.CN(C=[O:23])C.[H-].[Na+].Cl[CH2:27][O:28][C:29](=[O:34])[C:30]([CH3:33])([CH3:32])[CH3:31]. (2) Given the product [C:15]([O:3][C:1]([NH:61][CH2:60][C:57]1[CH:58]=[CH:59][C:50]([NH:49][C:36]2[CH:37]=[C:38]([C:45]([F:48])([F:47])[F:46])[CH:39]=[CH:40][C:41]=2[N+:42]([O-:44])=[O:43])=[C:51]([CH:56]=1)[C:52]([O:54][CH3:55])=[O:53])=[O:4])([CH3:20])([CH3:16])[CH3:14], predict the reactants needed to synthesize it. The reactants are: [C:1]([O-:4])([O-:3])=O.[Cs+].[Cs+].C1(P(C2CCCCC2)[C:14]2C=CC=[CH:16][C:15]=2[C:20]2C=CC=CC=2N(C)C)CCCCC1.Br[C:36]1[CH:37]=[C:38]([C:45]([F:48])([F:47])[F:46])[CH:39]=[CH:40][C:41]=1[N+:42]([O-:44])=[O:43].[NH2:49][C:50]1[CH:59]=[CH:58][C:57]([CH:60](C(OC(C)(C)C)=O)[NH2:61])=[CH:56][C:51]=1[C:52]([O:54][CH3:55])=[O:53]. (3) Given the product [Cl:12][C:10]1[CH:11]=[C:2]([NH:1][CH2:31][C:29]2[N:30]=[C:26]([CH2:24][CH3:25])[N:27]([CH2:33][C:34]([NH2:36])=[O:35])[CH:28]=2)[CH:3]=[C:4]2[C:9]=1[N:8]=[CH:7][C:6]([C:13]#[N:14])=[C:5]2[NH:15][C:16]1[CH:21]=[CH:20][C:19]([F:22])=[C:18]([Cl:23])[CH:17]=1, predict the reactants needed to synthesize it. The reactants are: [NH2:1][C:2]1[CH:3]=[C:4]2[C:9](=[C:10]([Cl:12])[CH:11]=1)[N:8]=[CH:7][C:6]([C:13]#[N:14])=[C:5]2[NH:15][C:16]1[CH:21]=[CH:20][C:19]([F:22])=[C:18]([Cl:23])[CH:17]=1.[CH2:24]([C:26]1[N:27]([CH2:33][C:34]([NH2:36])=[O:35])[CH:28]=[C:29]([CH:31]=O)[N:30]=1)[CH3:25].[BH3-]C#N.[Na+]. (4) The reactants are: [Cl:1][C:2]1[C:3]2[N:4]([CH:8]=[CH:9][N:10]=2)[CH:5]=[CH:6][N:7]=1.[Br:11]N1C(=O)CCC1=O. Given the product [Br:11][C:8]1[N:4]2[CH:5]=[CH:6][N:7]=[C:2]([Cl:1])[C:3]2=[N:10][CH:9]=1, predict the reactants needed to synthesize it. (5) Given the product [CH3:1][C:2]1[CH:3]=[C:4]([CH:8]=[C:9]([CH:11]=[CH:12][C:13]2[CH:18]=[CH:17][CH:16]=[CH:15][CH:14]=2)[N:10]=1)[C:5]([N:33]=[N+:34]=[N-:35])=[O:6], predict the reactants needed to synthesize it. The reactants are: [CH3:1][C:2]1[CH:3]=[C:4]([CH:8]=[C:9]([CH:11]=[CH:12][C:13]2[CH:18]=[CH:17][CH:16]=[CH:15][CH:14]=2)[N:10]=1)[C:5](O)=[O:6].C1C=CC(P([N:33]=[N+:34]=[N-:35])(C2C=CC=CC=2)=O)=CC=1. (6) Given the product [OH:37][N:36]=[C:1]([NH2:2])[C:3]1[CH:8]=[CH:7][CH:6]=[C:5]([N:9]2[CH2:18][C@H:17]3[N:13]([CH2:14][CH2:15][CH2:16]3)[C:12]3[N:19]=[C:20]([S:23][CH3:24])[N:21]=[CH:22][C:11]=3[C:10]2=[O:25])[CH:4]=1, predict the reactants needed to synthesize it. The reactants are: [C:1]([C:3]1[CH:4]=[C:5]([N:9]2[CH2:18][C@H:17]3[N:13]([CH2:14][CH2:15][CH2:16]3)[C:12]3[N:19]=[C:20]([S:23][CH3:24])[N:21]=[CH:22][C:11]=3[C:10]2=[O:25])[CH:6]=[CH:7][CH:8]=1)#[N:2].C(N(C(C)C)CC)(C)C.Cl.[NH2:36][OH:37]. (7) Given the product [O:1]1[C@@H:7]([CH:8]2[CH2:9][CH2:10][CH2:11][CH2:12][CH2:13]2)[C@@H:2]1[C:3]([OH:5])=[O:4], predict the reactants needed to synthesize it. The reactants are: [O:1]1[CH:7]([CH:8]2[CH2:13][CH2:12][CH2:11][CH2:10][CH2:9]2)[CH:2]1[C:3]([O:5]C)=[O:4].[OH-].[Na+]. (8) The reactants are: FC(F)(F)C(O)=O.C(OC([N:15]1[CH2:20][CH2:19][CH:18]([N:21]([CH2:28][CH2:29][CH:30]([CH3:32])[CH3:31])[CH2:22][C:23]2[S:24][CH:25]=[CH:26][N:27]=2)[CH2:17][CH2:16]1)=O)(C)(C)C. Given the product [CH3:31][CH:30]([CH3:32])[CH2:29][CH2:28][N:21]([CH2:22][C:23]1[S:24][CH:25]=[CH:26][N:27]=1)[CH:18]1[CH2:17][CH2:16][NH:15][CH2:20][CH2:19]1, predict the reactants needed to synthesize it. (9) Given the product [Cl:17][C:12]1[CH:11]=[C:10]([C:9]2[C:4]3[CH:3]=[C:2]([N:24]4[CH2:29][CH2:28][O:27][CH2:26][CH2:25]4)[S:23][C:5]=3[C:6](=[O:22])[NH:7][C:8]=2[C:18]([O:20][CH3:21])=[O:19])[CH:15]=[CH:14][C:13]=1[Cl:16], predict the reactants needed to synthesize it. The reactants are: Br[C:2]1[S:23][C:5]2[C:6](=[O:22])[NH:7][C:8]([C:18]([O:20][CH3:21])=[O:19])=[C:9]([C:10]3[CH:15]=[CH:14][C:13]([Cl:16])=[C:12]([Cl:17])[CH:11]=3)[C:4]=2[CH:3]=1.[NH:24]1[CH2:29][CH2:28][O:27][CH2:26][CH2:25]1.C1(P(C2C=CC=CC=2)C2C3OC4C(=CC=CC=4P(C4C=CC=CC=4)C4C=CC=CC=4)C(C)(C)C=3C=CC=2)C=CC=CC=1.C(=O)([O-])[O-].[Cs+].[Cs+].O1CCOCC1. (10) Given the product [C:41]([OH:48])(=[O:47])/[CH:42]=[CH:43]\[C:44]([OH:46])=[O:45].[C:41]([OH:48])(=[O:47])/[CH:42]=[CH:43]\[C:44]([OH:46])=[O:45].[NH2:1][C:2]1[N:7]=[CH:6][N:5]=[C:4]2[N:8]([CH:32]3[CH2:37][CH2:36][N:35]([CH2:38][CH2:39][F:40])[CH2:34][CH2:33]3)[N:9]=[C:10]([C:11]3[CH:16]=[CH:15][C:14]([NH:17][C:18]([C:20]4[N:21]([CH3:29])[C:22]5[C:27]([CH:28]=4)=[CH:26][CH:25]=[CH:24][CH:23]=5)=[O:19])=[C:13]([O:30][CH3:31])[CH:12]=3)[C:3]=12, predict the reactants needed to synthesize it. The reactants are: [NH2:1][C:2]1[N:7]=[CH:6][N:5]=[C:4]2[N:8]([CH:32]3[CH2:37][CH2:36][N:35]([CH2:38][CH2:39][F:40])[CH2:34][CH2:33]3)[N:9]=[C:10]([C:11]3[CH:16]=[CH:15][C:14]([NH:17][C:18]([C:20]4[N:21]([CH3:29])[C:22]5[C:27]([CH:28]=4)=[CH:26][CH:25]=[CH:24][CH:23]=5)=[O:19])=[C:13]([O:30][CH3:31])[CH:12]=3)[C:3]=12.[C:41]([OH:48])(=[O:47])/[CH:42]=[CH:43]\[C:44]([OH:46])=[O:45].